This data is from NCI-60 drug combinations with 297,098 pairs across 59 cell lines. The task is: Regression. Given two drug SMILES strings and cell line genomic features, predict the synergy score measuring deviation from expected non-interaction effect. Drug 1: CC1CCC2CC(C(=CC=CC=CC(CC(C(=O)C(C(C(=CC(C(=O)CC(OC(=O)C3CCCCN3C(=O)C(=O)C1(O2)O)C(C)CC4CCC(C(C4)OC)OCCO)C)C)O)OC)C)C)C)OC. Drug 2: C1=NNC2=C1C(=O)NC=N2. Cell line: NCIH23. Synergy scores: CSS=8.63, Synergy_ZIP=-5.60, Synergy_Bliss=-6.75, Synergy_Loewe=-11.8, Synergy_HSA=-4.10.